Task: Predict the product of the given reaction.. Dataset: Forward reaction prediction with 1.9M reactions from USPTO patents (1976-2016) Given the reactants FC(F)(F)C([NH:5][C:6]1[C:11]([CH3:12])=[CH:10][C:9]([C:13]2[CH:18]=[CH:17][C:16]([C:19]([CH3:22])([CH3:21])[CH3:20])=[CH:15][CH:14]=2)=[CH:8][C:7]=1[CH3:23])=O.Cl, predict the reaction product. The product is: [C:19]([C:16]1[CH:15]=[CH:14][C:13]([C:9]2[CH:8]=[C:7]([CH3:23])[C:6]([NH2:5])=[C:11]([CH3:12])[CH:10]=2)=[CH:18][CH:17]=1)([CH3:22])([CH3:21])[CH3:20].